From a dataset of Reaction yield outcomes from USPTO patents with 853,638 reactions. Predict the reaction yield, written as a fraction of the theoretical maximum amount of product (1.0 means a 100% yield; for example, 0.34 means a 34% yield). (1) The reactants are [CH2:1]([O:8][C:9]1[CH:14]=[C:13]([O:15][CH3:16])[C:12](Br)=[CH:11][C:10]=1[O:18][Si:19]([C:22]([CH3:25])([CH3:24])[CH3:23])([CH3:21])[CH3:20])[C:2]1[CH:7]=[CH:6][CH:5]=[CH:4][CH:3]=1.C([Li])CCC.B(OCC)(OCC)OCC. The catalyst is C1COCC1. The product is [CH2:1]([O:8][C:9]1[C:10]([O:18][Si:19]([C:22]([CH3:23])([CH3:24])[CH3:25])([CH3:20])[CH3:21])=[CH:11][CH:12]=[C:13]([O:15][CH3:16])[CH:14]=1)[C:2]1[CH:3]=[CH:4][CH:5]=[CH:6][CH:7]=1. The yield is 0.690. (2) The reactants are [Mg].Br[C:3]1[CH:8]=[CH:7][C:6]([O:9][CH3:10])=[CH:5][CH:4]=1.[O:11]=[P:12](Cl)(Cl)Cl. The catalyst is BrCCBr.C1COCC1. The product is [CH3:10][O:9][C:6]1[CH:7]=[CH:8][C:3]([P:12](=[O:11])([C:3]2[CH:8]=[CH:7][C:6]([O:9][CH3:10])=[CH:5][CH:4]=2)[C:3]2[CH:8]=[CH:7][C:6]([O:9][CH3:10])=[CH:5][CH:4]=2)=[CH:4][CH:5]=1. The yield is 0.890. (3) The yield is 0.780. The catalyst is O.CO. The reactants are [CH3:1][CH:2]([S:4]([NH:7][C@@H:8]1[CH2:16][C:15]2[C:10](=[CH:11][CH:12]=[C:13]([C:17]([O:19]C)=[O:18])[CH:14]=2)[CH2:9]1)(=[O:6])=[O:5])[CH3:3].[OH-].[Li+].CCOC(C)=O.Cl. The product is [CH3:3][CH:2]([S:4]([NH:7][C@@H:8]1[CH2:16][C:15]2[C:10](=[CH:11][CH:12]=[C:13]([C:17]([OH:19])=[O:18])[CH:14]=2)[CH2:9]1)(=[O:6])=[O:5])[CH3:1]. (4) The reactants are [NH2:1][C@@H:2]1[C:10]2[C:5](=[C:6]([C:11]3[N:15]=[C:14]([C:16]4[CH:17]=[CH:18][C:19]([O:24][CH:25]([CH3:27])[CH3:26])=[C:20]([CH:23]=4)[C:21]#[N:22])[O:13][N:12]=3)[CH:7]=[CH:8][CH:9]=2)[CH2:4][CH2:3]1.[CH3:28][S:29](Cl)(=[O:31])=[O:30]. The catalyst is C(Cl)Cl. The product is [C:21]([C:20]1[CH:23]=[C:16]([C:14]2[O:13][N:12]=[C:11]([C:6]3[CH:7]=[CH:8][CH:9]=[C:10]4[C:5]=3[CH2:4][CH2:3][C@@H:2]4[NH:1][S:29]([CH3:28])(=[O:31])=[O:30])[N:15]=2)[CH:17]=[CH:18][C:19]=1[O:24][CH:25]([CH3:27])[CH3:26])#[N:22]. The yield is 0.450.